The task is: Regression. Given two drug SMILES strings and cell line genomic features, predict the synergy score measuring deviation from expected non-interaction effect.. This data is from NCI-60 drug combinations with 297,098 pairs across 59 cell lines. (1) Drug 1: CCCS(=O)(=O)NC1=C(C(=C(C=C1)F)C(=O)C2=CNC3=C2C=C(C=N3)C4=CC=C(C=C4)Cl)F. Drug 2: CN(C(=O)NC(C=O)C(C(C(CO)O)O)O)N=O. Cell line: SNB-75. Synergy scores: CSS=-2.31, Synergy_ZIP=-0.0247, Synergy_Bliss=-2.50, Synergy_Loewe=-3.84, Synergy_HSA=-3.98. (2) Drug 1: COC1=CC(=CC(=C1O)OC)C2C3C(COC3=O)C(C4=CC5=C(C=C24)OCO5)OC6C(C(C7C(O6)COC(O7)C8=CC=CS8)O)O. Drug 2: CCCCC(=O)OCC(=O)C1(CC(C2=C(C1)C(=C3C(=C2O)C(=O)C4=C(C3=O)C=CC=C4OC)O)OC5CC(C(C(O5)C)O)NC(=O)C(F)(F)F)O. Cell line: NCI-H522. Synergy scores: CSS=30.6, Synergy_ZIP=-9.24, Synergy_Bliss=-0.517, Synergy_Loewe=-2.33, Synergy_HSA=-0.182.